Dataset: Experimentally validated miRNA-target interactions with 360,000+ pairs, plus equal number of negative samples. Task: Binary Classification. Given a miRNA mature sequence and a target amino acid sequence, predict their likelihood of interaction. The miRNA is mmu-miR-6955-3p with sequence ACACCUGUCUCCUUUGCCCACA. The protein sequence of the target gene is MSSYFVNPLYSKYKAAAAAAAAAGEAINPTYYDCHFAPEVGGRHAAAAAALQLYGNSAAGFPHAPPQAHAHPHPSPPPSGTGCGGREGRGQEYFHPGGGSPAAAYQAAPPPPPHPPPPPPPPPCGGIACHGEPAKFYGYDNLQRQPIFTTQQEAELVQYPDCKSSSGNIGEDPDHLNQSSSPSQMFPWMRPQAAPGRRRGRQTYSRFQTLELEKEFLFNPYLTRKRRIEVSHALALTERQVKIWFQNRRMKWKKENNKDKFPVSRQEVKDGETKKEAQELEEDRAEGLTN. Result: 0 (no interaction).